This data is from Full USPTO retrosynthesis dataset with 1.9M reactions from patents (1976-2016). The task is: Predict the reactants needed to synthesize the given product. (1) Given the product [Cl:1][C:2]1[CH:3]=[C:4]([CH:8]([NH:11][C:12]2[O:13][C:14]3[C:20]([O:21][CH3:22])=[CH:19][C:18]([C:23]([N:34]4[CH2:33][CH:32]5[N:29]([CH2:30][CH2:31]5)[C:28](=[O:35])[CH:27]4[CH3:26])=[O:24])=[CH:17][C:15]=3[N:16]=2)[CH2:9][F:10])[CH:5]=[CH:6][CH:7]=1, predict the reactants needed to synthesize it. The reactants are: [Cl:1][C:2]1[CH:3]=[C:4]([CH:8]([NH:11][C:12]2[O:13][C:14]3[C:20]([O:21][CH3:22])=[CH:19][C:18]([C:23](O)=[O:24])=[CH:17][C:15]=3[N:16]=2)[CH2:9][F:10])[CH:5]=[CH:6][CH:7]=1.[CH3:26][CH:27]1[NH:34][CH2:33][CH:32]2[N:29]([CH2:30][CH2:31]2)[C:28]1=[O:35].C(N(CC)C(C)C)(C)C.CN(C(ON1N=NC2C=CC=NC1=2)=[N+](C)C)C.F[P-](F)(F)(F)(F)F. (2) Given the product [CH3:1][N:2]1[C:10]2[S:9][CH:8]=[C:7]([CH2:38][C:39]([NH:29][C:26]3[S:27][CH:28]=[C:24]([C:20]4[CH:21]=[CH:22][CH:23]=[C:18]([O:17][C:16]([F:15])([F:30])[F:31])[CH:19]=4)[N:25]=3)=[O:53])[C:6]=2[C:5](=[O:12])[N:4]([CH3:13])[C:3]1=[O:14], predict the reactants needed to synthesize it. The reactants are: [CH3:1][N:2]1[C:7]2=[CH:8][S:9][C:10](C)=[C:6]2[C:5](=[O:12])[N:4]([CH3:13])[C:3]1=[O:14].[F:15][C:16]([F:31])([F:30])[O:17][C:18]1[CH:19]=[C:20]([C:24]2[N:25]=[C:26]([NH2:29])[S:27][CH:28]=2)[CH:21]=[CH:22][CH:23]=1.CCN=C=NC[CH2:38][CH2:39]N(C)C.Cl.C1C=CC2N([OH:53])N=NC=2C=1. (3) Given the product [CH2:1]([C@@:4]1([CH3:31])[CH2:9][C@H:8]([C:10]2[CH:15]=[CH:14][CH:13]=[C:12]([Cl:16])[CH:11]=2)[C@@H:7]([C:17]2[CH:18]=[CH:19][C:20]([Cl:23])=[CH:21][CH:22]=2)[N:6]([C@@H:24]([CH:27]2[CH2:28][CH2:29]2)[C@@H:25]([OH:26])[CH3:32])[C:5]1=[O:30])[CH:2]=[CH2:3], predict the reactants needed to synthesize it. The reactants are: [CH2:1]([C@@:4]1([CH3:31])[CH2:9][C@H:8]([C:10]2[CH:15]=[CH:14][CH:13]=[C:12]([Cl:16])[CH:11]=2)[C@@H:7]([C:17]2[CH:22]=[CH:21][C:20]([Cl:23])=[CH:19][CH:18]=2)[N:6]([C@@H:24]([CH:27]2[CH2:29][CH2:28]2)[CH:25]=[O:26])[C:5]1=[O:30])[CH:2]=[CH2:3].[CH3:32][Mg]Br. (4) Given the product [ClH:17].[CH3:1][N:2]([CH3:16])[C:3]1([C:10]2[CH:15]=[CH:14][CH:13]=[CH:12][CH:11]=2)[CH2:8][CH2:7][CH:6]([NH:9][C:47](=[O:48])[CH2:46][C:40]2[C:39]3[C:43](=[CH:44][CH:45]=[C:37]([O:36][CH3:35])[CH:38]=3)[NH:42][CH:41]=2)[CH2:5][CH2:4]1, predict the reactants needed to synthesize it. The reactants are: [CH3:1][N:2]([CH3:16])[C:3]1([C:10]2[CH:15]=[CH:14][CH:13]=[CH:12][CH:11]=2)[CH2:8][CH2:7][CH:6]([NH2:9])[CH2:5][CH2:4]1.[Cl-:17].COC1N=C(OC)N=C([N+]2(C)CCOCC2)N=1.[CH3:35][O:36][C:37]1[CH:38]=[C:39]2[C:43](=[CH:44][CH:45]=1)[NH:42][CH:41]=[C:40]2[CH2:46][C:47](O)=[O:48].